Dataset: Forward reaction prediction with 1.9M reactions from USPTO patents (1976-2016). Task: Predict the product of the given reaction. (1) Given the reactants [CH3:1][N:2]([CH3:16])[CH2:3][CH2:4][C:5]1[C:13]2[C:8](=[CH:9][CH:10]=[C:11]([CH:14]=O)[CH:12]=2)[NH:7][CH:6]=1.[CH2:17]([O:21][C:22]([NH:24][NH2:25])=[O:23])[CH:18]([CH3:20])[CH3:19], predict the reaction product. The product is: [CH2:17]([O:21][C:22]([NH:24][N:25]=[CH:14][C:11]1[CH:12]=[C:13]2[C:8](=[CH:9][CH:10]=1)[NH:7][CH:6]=[C:5]2[CH2:4][CH2:3][N:2]([CH3:16])[CH3:1])=[O:23])[CH:18]([CH3:20])[CH3:19]. (2) The product is: [C:6]([O:10][C:11]1[CH:12]=[C:13]([C@H:24]([OH:27])[CH2:25][O:26][S:2]([CH3:1])(=[O:4])=[O:3])[C:14]2[S:18][C:17]([O:19][CH:20]([CH3:21])[CH3:22])=[N:16][C:15]=2[CH:23]=1)([CH3:7])([CH3:8])[CH3:9]. Given the reactants [CH3:1][S:2](Cl)(=[O:4])=[O:3].[C:6]([O:10][C:11]1[CH:12]=[C:13]([C@H:24]([OH:27])[CH2:25][OH:26])[C:14]2[S:18][C:17]([O:19][CH:20]([CH3:22])[CH3:21])=[N:16][C:15]=2[CH:23]=1)([CH3:9])([CH3:8])[CH3:7], predict the reaction product. (3) The product is: [CH3:29][O:30][C:31]1[CH:38]=[CH:37][C:34]([CH2:1][N:2]2[C:10]3[C:5](=[CH:6][C:7]([S:11]([N:14]4[CH2:18][CH2:17][CH2:16][C@H:15]4[CH2:19][O:20][C:21]4[CH:26]=[CH:25][CH:24]=[CH:23][CH:22]=4)(=[O:12])=[O:13])=[CH:8][CH:9]=3)[C:4](=[O:27])[C:3]2=[O:28])=[CH:33][CH:32]=1. Given the reactants [CH3:1][N:2]1[C:10]2[C:5](=[CH:6][C:7]([S:11]([N:14]3[CH2:18][CH2:17][CH2:16][C@H:15]3[CH2:19][O:20][C:21]3[CH:26]=[CH:25][CH:24]=[CH:23][CH:22]=3)(=[O:13])=[O:12])=[CH:8][CH:9]=2)[C:4](=[O:27])[C:3]1=[O:28].[CH3:29][O:30][C:31]1[CH:38]=[CH:37][C:34](CCl)=[CH:33][CH:32]=1, predict the reaction product.